This data is from Full USPTO retrosynthesis dataset with 1.9M reactions from patents (1976-2016). The task is: Predict the reactants needed to synthesize the given product. (1) Given the product [C:1]([N:9]1[C:17]2[C:12](=[CH:13][C:14]([NH:18][C:19]3[CH:30]=[CH:29][C:28]([CH:31]4[CH2:33][CH2:32]4)=[CH:27][C:20]=3[C:21]([OH:23])=[O:22])=[CH:15][CH:16]=2)[CH:11]=[CH:10]1)(=[O:8])[C:2]1[CH:3]=[CH:4][CH:5]=[CH:6][CH:7]=1, predict the reactants needed to synthesize it. The reactants are: [C:1]([N:9]1[C:17]2[C:12](=[CH:13][C:14]([NH:18][C:19]3[CH:30]=[CH:29][C:28]([CH:31]4[CH2:33][CH2:32]4)=[CH:27][C:20]=3[C:21]([O:23]CC=C)=[O:22])=[CH:15][CH:16]=2)[CH:11]=[CH:10]1)(=[O:8])[C:2]1[CH:7]=[CH:6][CH:5]=[CH:4][CH:3]=1.C(OCC)(=O)C.Cl. (2) Given the product [C:1]([C:5]1[CH:10]=[CH:9][C:8]([N:11]2[CH2:16][CH:15]=[C:14]([CH2:20][C:18]#[N:19])[CH2:13][CH2:12]2)=[CH:7][CH:6]=1)([CH3:4])([CH3:3])[CH3:2], predict the reactants needed to synthesize it. The reactants are: [C:1]([C:5]1[CH:10]=[CH:9][C:8]([N:11]2[CH2:16][CH2:15][C:14](=O)[CH2:13][CH2:12]2)=[CH:7][CH:6]=1)([CH3:4])([CH3:3])[CH3:2].[C:18]([CH2:20]C(O)=O)#[N:19].C([O-])(=O)C.[NH4+].